This data is from Full USPTO retrosynthesis dataset with 1.9M reactions from patents (1976-2016). The task is: Predict the reactants needed to synthesize the given product. (1) Given the product [Br:1][C:2]1[CH:15]=[C:14]2[CH2:16][C:11]3[C:12]4[C:13]2=[C:4]([CH2:5][CH2:6][C:7]=4[CH:8]=[CH:9][CH:10]=3)[CH:3]=1, predict the reactants needed to synthesize it. The reactants are: [Br:1][C:2]1[CH:15]=[C:14]2[CH2:16][C:11]3[C:12]4=[C:13]2[C:4](=[CH:5][CH:6]=[C:7]4[CH:8]=[CH:9][CH:10]=3)[CH:3]=1.CC(O)(C)C.CS(C)=O.CI. (2) Given the product [OH:1][C:14]12[CH2:15][CH:16]3[CH2:17][C:10]([OH:25])([CH2:11][C:12]([C:20]([OH:22])=[O:21])([CH2:18]3)[CH2:13]1)[CH2:19]2, predict the reactants needed to synthesize it. The reactants are: [OH-:1].[K+].[Mn]([O-])(=O)(=O)=O.[K+].Br[C:10]12[CH2:19][CH:14]3[CH2:15][CH:16]([CH2:18][C:12]([C:20]([OH:22])=[O:21])([CH2:13]3)[CH2:11]1)[CH2:17]2.Cl.S(=O)(O)[O-:25].[Na+]. (3) The reactants are: Br[C:2]1[N:6]([CH:7]([CH3:9])[CH3:8])[C:5]2[CH:10]([C:31]3[CH:38]=[CH:37][C:34]([C:35]#[N:36])=[C:33]([F:39])[CH:32]=3)[N:11]([C:14]3[C:15](=[O:30])[N:16](CC4C=CC(OC)=CC=4)[CH:17]=[C:18]([Cl:20])[CH:19]=3)[C:12](=[O:13])[C:4]=2[CH:3]=1.[CH3:40][O:41][C:42]1[N:47]=[C:46]([O:48][CH3:49])[C:45](B(O)O)=[CH:44][N:43]=1.BrC1N(C(C)C)C2C(C3C=CC(C#N)=CC=3)N(C3C(=O)N(CC4C=CC(OC)=CC=4)C=C(Cl)C=3)C(=O)C=2C=1.COC1C(B2OC(C)(C)C(C)(C)O2)=CN=C(N)N=1. Given the product [Cl:20][C:18]1[CH:19]=[C:14]([N:11]2[C:12](=[O:13])[C:4]3[CH:3]=[C:2]([C:45]4[C:46]([O:48][CH3:49])=[N:47][C:42]([O:41][CH3:40])=[N:43][CH:44]=4)[N:6]([CH:7]([CH3:8])[CH3:9])[C:5]=3[CH:10]2[C:31]2[CH:38]=[CH:37][C:34]([C:35]#[N:36])=[C:33]([F:39])[CH:32]=2)[C:15](=[O:30])[NH:16][CH:17]=1, predict the reactants needed to synthesize it.